This data is from Forward reaction prediction with 1.9M reactions from USPTO patents (1976-2016). The task is: Predict the product of the given reaction. Given the reactants [Cl:1][C:2]1[CH:3]=[CH:4][CH:5]=[C:6]2[C:11]=1[N:10]=[CH:9][N:8]=[C:7]2[C:12]1[CH:17]=[C:16]([O:18]C)[CH:15]=[CH:14][C:13]=1[Cl:20].Cl.N1C=CC=CC=1, predict the reaction product. The product is: [Cl:20][C:13]1[CH:14]=[CH:15][C:16]([OH:18])=[CH:17][C:12]=1[C:7]1[C:6]2[C:11](=[C:2]([Cl:1])[CH:3]=[CH:4][CH:5]=2)[N:10]=[CH:9][N:8]=1.